Predict the reactants needed to synthesize the given product. From a dataset of Retrosynthesis with 50K atom-mapped reactions and 10 reaction types from USPTO. (1) Given the product CC(C)(C)OC(=O)NC(C(=O)Nc1ncccc1C(=O)c1ccc(F)cc1)c1cccs1, predict the reactants needed to synthesize it. The reactants are: CC(C)(C)OC(=O)NC(C(=O)O)c1cccs1.Nc1ncccc1C(=O)c1ccc(F)cc1. (2) Given the product CCNc1ncc2cc(-c3ccc(-c4cncc(C)n4)cc3Cl)c(=O)n(CCOC3CC(N)C3)c2n1, predict the reactants needed to synthesize it. The reactants are: CCNc1ncc2cc(-c3ccc(-c4cncc(C)n4)cc3Cl)c(=O)n(CCOC3CC(N4C(=O)c5ccccc5C4=O)C3)c2n1. (3) Given the product CCCCCc1nc(N)sc1Cc1ccc(N)cc1, predict the reactants needed to synthesize it. The reactants are: CCCCCc1nc(N)sc1Cc1ccc([N+](=O)[O-])cc1. (4) The reactants are: CCCCc1noc(C)c1CN1C(=O)c2ccccc2C1=O. Given the product CCCCc1noc(C)c1CN, predict the reactants needed to synthesize it. (5) Given the product CC(C)NC(=O)NCc1ccccc1-c1ccc(CN2C(=O)[C@H](NC(=O)C(C)(C)NC(=O)OCc3ccccc3)CCc3ccccc32)cc1, predict the reactants needed to synthesize it. The reactants are: CC(C)(NC(=O)OCc1ccccc1)C(=O)N[C@@H]1CCc2ccccc2N(Cc2ccc(-c3ccccc3CN)cc2)C1=O.CC(C)N=C=O. (6) The reactants are: C#CCc1cccc2c1SCCC2(C)C.COC(=O)c1ccc(I)cc1O. Given the product COC(=O)c1ccc(C#CCc2cccc3c2SCCC3(C)C)cc1O, predict the reactants needed to synthesize it. (7) Given the product COc1ccc(CN(Cc2ccc(OC)cc2)c2nc(C)nc(-c3cc([C@@H](C)N4CCN(C(=O)OC(C)(C)C)CC4)cnc3F)n2)cc1, predict the reactants needed to synthesize it. The reactants are: COc1ccc(CN(Cc2ccc(OC)cc2)c2nc(C)nc(Cl)n2)cc1.C[C@H](c1cnc(F)c(B(O)O)c1)N1CCN(C(=O)OC(C)(C)C)CC1.